Task: Predict hERG channel inhibition at various concentrations.. Dataset: hERG Central: cardiac toxicity at 1µM, 10µM, and general inhibition The molecule is O=S(=O)(NC1CCCCC1Sc1ncccn1)c1ccc(Cl)cc1. Results: hERG_inhib (hERG inhibition (general)): blocker.